This data is from Catalyst prediction with 721,799 reactions and 888 catalyst types from USPTO. The task is: Predict which catalyst facilitates the given reaction. (1) Reactant: [OH:1][B:2]1[C:6]2[CH:7]=[C:8]([NH:11][S:12]([C:15]3[S:19][C:18]([NH:20]C(=O)C)=[N:17][CH:16]=3)(=[O:14])=[O:13])[CH:9]=[CH:10][C:5]=2[CH2:4][O:3]1.Cl. Product: [OH:1][B:2]1[C:6]2[CH:7]=[C:8]([NH:11][S:12]([C:15]3[S:19][C:18]([NH2:20])=[N:17][CH:16]=3)(=[O:14])=[O:13])[CH:9]=[CH:10][C:5]=2[CH2:4][O:3]1. The catalyst class is: 1. (2) Reactant: [OH-].[Na+].[C:3](Cl)(=[O:5])[CH3:4].[CH3:7][O:8][C:9]1[CH:10]=[C:11](/[CH:21]=[CH:22]/[C:23]2[N:37]=[C:26]3[CH:27]([CH:31]4[CH2:36][CH2:35][NH:34][CH2:33][CH2:32]4)[CH2:28][CH2:29][CH2:30][N:25]3[N:24]=2)[CH:12]=[CH:13][C:14]=1[N:15]1[CH:19]=[C:18]([CH3:20])[N:17]=[CH:16]1.C(Cl)(Cl)Cl. Product: [CH3:7][O:8][C:9]1[CH:10]=[C:11](/[CH:21]=[CH:22]/[C:23]2[N:37]=[C:26]3[CH:27]([CH:31]4[CH2:32][CH2:33][N:34]([C:3](=[O:5])[CH3:4])[CH2:35][CH2:36]4)[CH2:28][CH2:29][CH2:30][N:25]3[N:24]=2)[CH:12]=[CH:13][C:14]=1[N:15]1[CH:19]=[C:18]([CH3:20])[N:17]=[CH:16]1. The catalyst class is: 2. (3) Product: [CH3:1][O:2][C:3]1[CH:8]=[CH:7][C:6]([N:9]2[C:13]3[N:14]=[C:15]([NH:18][C@H:19]4[CH2:23][CH2:22][C@@H:21]([C:24]([N:54]5[CH2:55][CH2:56][N:51]([CH3:50])[CH2:52][CH2:53]5)=[O:26])[CH2:20]4)[N:16]=[CH:17][C:12]=3[N:11]=[N:10]2)=[CH:5][CH:4]=1. The catalyst class is: 3. Reactant: [CH3:1][O:2][C:3]1[CH:8]=[CH:7][C:6]([N:9]2[C:13]3[N:14]=[C:15]([NH:18][C@H:19]4[CH2:23][CH2:22][C@@H:21]([C:24]([OH:26])=O)[CH2:20]4)[N:16]=[CH:17][C:12]=3[N:11]=[N:10]2)=[CH:5][CH:4]=1.Cl.CN(C)CCCN=C=NCC.O.ON1C2C=CC=CC=2N=N1.[CH3:50][N:51]1[CH2:56][CH2:55][NH:54][CH2:53][CH2:52]1. (4) The catalyst class is: 21. Product: [CH3:12][C:13]1[C:17]([CH2:18][N:19]2[C:20]3[N:21]=[CH:22][NH:23][C:24]=3[C:25](=[O:26])[NH:27][C:10]2=[S:11])=[C:16]([CH3:28])[O:15][N:14]=1. Reactant: C(N=[C:10]=[S:11])(=O)C1C=CC=CC=1.[CH3:12][C:13]1[C:17]([CH2:18][NH:19][C:20]2[N:21]=[CH:22][NH:23][C:24]=2[C:25]([NH2:27])=[O:26])=[C:16]([CH3:28])[O:15][N:14]=1. (5) Reactant: [Cl:1][C:2]1[CH:3]=[CH:4][C:5]2[S:9][C:8](=[O:10])[N:7]([CH2:11][C:12]3[CH:17]=[CH:16][CH:15]=[C:14]([N+:18]([O-])=O)[CH:13]=3)[C:6]=2[CH:21]=1. Product: [NH2:18][C:14]1[CH:13]=[C:12]([CH:17]=[CH:16][CH:15]=1)[CH2:11][N:7]1[C:6]2[CH:21]=[C:2]([Cl:1])[CH:3]=[CH:4][C:5]=2[S:9][C:8]1=[O:10]. The catalyst class is: 123.